From a dataset of Catalyst prediction with 721,799 reactions and 888 catalyst types from USPTO. Predict which catalyst facilitates the given reaction. (1) Reactant: [Cl:1][C:2]1[CH:7]=[C:6]([N+:8]([O-:10])=[O:9])[CH:5]=[C:4]([CH3:11])[N+:3]=1[O-].P(Cl)(Cl)Cl.C(=O)([O-])[O-].[K+].[K+]. Product: [Cl:1][C:2]1[CH:7]=[C:6]([N+:8]([O-:10])=[O:9])[CH:5]=[C:4]([CH3:11])[N:3]=1. The catalyst class is: 22. (2) Reactant: [CH2:1]([N:8]1[CH2:13][CH2:12][CH:11]([OH:14])[CH2:10][CH2:9]1)[C:2]1[CH:7]=[CH:6][CH:5]=[CH:4][CH:3]=1.O[C:16]1[C:17]([CH3:22])=[N:18][CH:19]=[CH:20][CH:21]=1.C1(P(C2C=CC=CC=2)C2C=CC=CC=2)C=CC=CC=1.N(C(OC(C)(C)C)=O)=NC(OC(C)(C)C)=O.FC(F)(F)C(O)=O. Product: [NH3:8].[CH2:1]([N:8]1[CH2:13][CH2:12][CH:11]([O:14][C:16]2[C:17]([CH3:22])=[N:18][CH:19]=[CH:20][CH:21]=2)[CH2:10][CH2:9]1)[C:2]1[CH:3]=[CH:4][CH:5]=[CH:6][CH:7]=1. The catalyst class is: 4. (3) Reactant: [NH:1]1[CH2:5][CH2:4][CH2:3][CH2:2]1.[O:6]1[CH2:9][C:8](=O)[CH2:7]1.C[Si]([C:15]#[N:16])(C)C.[OH-].[Na+]. Product: [N:1]1([C:8]2([C:15]#[N:16])[CH2:9][O:6][CH2:7]2)[CH2:5][CH2:4][CH2:3][CH2:2]1. The catalyst class is: 411. (4) Reactant: Br[C:2]1[N:10]([CH2:11][C:12]2[CH:17]=[CH:16][CH:15]=[C:14]([Cl:18])[CH:13]=2)[C:9]2[C:4](=[N:5][C:6]([Cl:19])=[CH:7][CH:8]=2)[CH:3]=1.CC1(C)C(C)(C)OB([C:28]2[CH2:29][N:30]([C:33]([O:35][C:36]([CH3:39])([CH3:38])[CH3:37])=[O:34])[CH2:31][CH:32]=2)O1.C([O-])([O-])=O.[Na+].[Na+]. Product: [Cl:19][C:6]1[N:5]=[C:4]2[CH:3]=[C:2]([C:32]3[CH2:31][N:30]([C:33]([O:35][C:36]([CH3:39])([CH3:38])[CH3:37])=[O:34])[CH2:29][CH:28]=3)[N:10]([CH2:11][C:12]3[CH:17]=[CH:16][CH:15]=[C:14]([Cl:18])[CH:13]=3)[C:9]2=[CH:8][CH:7]=1. The catalyst class is: 108. (5) Reactant: Br[C:2]1[CH:7]=[CH:6][N:5]([C:8]2[CH:9]=[CH:10][C:11]3[N:12]([C:14]([CH3:20])=[C:15]([CH:17]4[CH2:19][CH2:18]4)[N:16]=3)[CH:13]=2)[C:4](=[O:21])[CH:3]=1.[F:22][C:23]([F:32])([F:31])[C:24]1[S:25][CH:26]=[C:27]([CH2:29][OH:30])[N:28]=1.CC(C)([O-])C.[K+].C1(C)C=CC=CC=1. Product: [CH:17]1([C:15]2[N:16]=[C:11]3[CH:10]=[CH:9][C:8]([N:5]4[CH:6]=[CH:7][C:2]([O:30][CH2:29][C:27]5[N:28]=[C:24]([C:23]([F:32])([F:31])[F:22])[S:25][CH:26]=5)=[CH:3][C:4]4=[O:21])=[CH:13][N:12]3[C:14]=2[CH3:20])[CH2:19][CH2:18]1. The catalyst class is: 6.